The task is: Predict the reactants needed to synthesize the given product.. This data is from Full USPTO retrosynthesis dataset with 1.9M reactions from patents (1976-2016). Given the product [NH2:1][C:2]1[C:7]([C:8]#[N:9])=[C:6]([C:10]2[CH:14]=[CH:13][N:12]([CH2:37][CH:38]([OH:39])[CH3:40])[N:11]=2)[C:5]([C:15]#[N:16])=[C:4]([S:17][CH2:18][C:19]2[N:20]=[C:21]([C:24]3[CH:25]=[CH:26][C:27]([Cl:30])=[CH:28][CH:29]=3)[S:22][CH:23]=2)[N:3]=1, predict the reactants needed to synthesize it. The reactants are: [NH2:1][C:2]1[C:7]([C:8]#[N:9])=[C:6]([C:10]2[CH:14]=[CH:13][NH:12][N:11]=2)[C:5]([C:15]#[N:16])=[C:4]([S:17][CH2:18][C:19]2[N:20]=[C:21]([C:24]3[CH:29]=[CH:28][C:27]([Cl:30])=[CH:26][CH:25]=3)[S:22][CH:23]=2)[N:3]=1.C(=O)([O-])[O-].[Cs+].[Cs+].[CH3:37][CH:38]1[CH2:40][O:39]1.